From a dataset of Forward reaction prediction with 1.9M reactions from USPTO patents (1976-2016). Predict the product of the given reaction. (1) The product is: [C:11]1(=[O:23])[CH2:22][CH2:21][CH2:20][CH2:19][CH2:18][CH2:17][CH2:16][CH2:15][CH2:14][CH2:13][CH2:12]1.[CH:34]1([OH:35])[CH2:33][CH2:28][CH2:29][CH2:30][CH2:31][CH2:32][CH2:7][CH2:8][CH2:3][CH2:4][CH2:5]1. Given the reactants FC(F)(F)[C:3]1[CH:8]=[CH:7]C=[CH:5][CH:4]=1.[CH2:11]1[CH2:22][CH2:21][CH2:20][CH2:19][CH2:18][CH2:17][CH2:16][CH2:15][CH2:14][CH2:13][CH2:12]1.[OH:23]N1[C:34](=[O:35])[C:33]2[C:28](=[CH:29][CH:30]=[CH:31][CH:32]=2)S1(=O)=O, predict the reaction product. (2) Given the reactants [CH:1]1([NH:7][C:8]2[N:13]=[CH:12][N:11]=[C:10]([C:14]([OH:16])=O)[CH:9]=2)[CH2:6][CH2:5][CH2:4][CH2:3][CH2:2]1.[NH2:17][C:18]1[CH:23]=[CH:22][C:21]([CH2:24][CH2:25][OH:26])=[CH:20][CH:19]=1, predict the reaction product. The product is: [CH:1]1([NH:7][C:8]2[N:13]=[CH:12][N:11]=[C:10]([C:14]([NH:17][C:18]3[CH:23]=[CH:22][C:21]([CH2:24][CH2:25][OH:26])=[CH:20][CH:19]=3)=[O:16])[CH:9]=2)[CH2:2][CH2:3][CH2:4][CH2:5][CH2:6]1. (3) The product is: [Cl:11][C:12]1[CH:17]=[C:16]([O:10][CH2:9][C:3]2[C:2]([F:1])=[CH:7][C:6]([F:8])=[CH:5][N:4]=2)[CH:15]=[CH:14][N:13]=1. Given the reactants [F:1][C:2]1[C:3]([CH2:9][OH:10])=[N:4][CH:5]=[C:6]([F:8])[CH:7]=1.[Cl:11][C:12]1[CH:17]=[C:16](I)[CH:15]=[CH:14][N:13]=1.C(=O)([O-])[O-].[Cs+].[Cs+].N1C2C(=CC=C3C=2N=CC=C3)C=CC=1, predict the reaction product. (4) Given the reactants Cl[C:2]1[N:7]=[C:6]([C:8]2([S:21]([CH:24]3[CH2:26][CH2:25]3)(=[O:23])=[O:22])[CH2:13][CH2:12][N:11](C(OC(C)(C)C)=O)[CH2:10][CH2:9]2)[CH:5]=[C:4]([N:27]2[CH2:32][CH2:31][O:30][CH2:29][C@H:28]2[CH3:33])[N:3]=1.C(=O)([O-])[O-].[Na+].[Na+].[NH:40]1[C:48]2[C:43](=[C:44](B(O)O)[CH:45]=[CH:46][CH:47]=2)[CH:42]=[CH:41]1, predict the reaction product. The product is: [CH:24]1([S:21]([C:8]2([C:6]3[CH:5]=[C:4]([N:27]4[CH2:32][CH2:31][O:30][CH2:29][C@H:28]4[CH3:33])[N:3]=[C:2]([C:44]4[CH:45]=[CH:46][CH:47]=[C:48]5[C:43]=4[CH:42]=[CH:41][NH:40]5)[N:7]=3)[CH2:9][CH2:10][NH:11][CH2:12][CH2:13]2)(=[O:22])=[O:23])[CH2:25][CH2:26]1. (5) Given the reactants [Cl:1][C:2]1[N:7]=[C:6]([O:8][CH2:9][CH2:10]C)[C:5]([C:12]([NH:14][CH:15]2[CH:22]3[CH2:23][CH:18]4[CH2:19][C:20]([OH:25])([CH2:24][CH:16]2[CH2:17]4)[CH2:21]3)=[O:13])=[CH:4][N:3]=1.Cl[C:27]1N=C(Cl)C(C(NC2C3CC4CC(O)(CC2C4)C3)=O)=CN=1, predict the reaction product. The product is: [Cl:1][C:2]1[N:7]=[C:6]([O:8][CH:9]([CH3:10])[CH3:27])[C:5]([C:12]([NH:14][CH:15]2[CH:22]3[CH2:23][CH:18]4[CH2:19][C:20]([OH:25])([CH2:24][CH:16]2[CH2:17]4)[CH2:21]3)=[O:13])=[CH:4][N:3]=1. (6) Given the reactants [Cl:1][C:2]1[N:3]=[C:4]([C:9]([NH:11][C@H:12]2[CH2:17][CH2:16][C@H:15]([C:18]3[CH:19]=[C:20]([CH:26]=[CH:27][CH:28]=3)[C:21]([O:23]CC)=[O:22])[CH2:14][CH2:13]2)=[O:10])[NH:5][C:6]=1[CH2:7][CH3:8].O.[OH-].[Li+], predict the reaction product. The product is: [Cl:1][C:2]1[N:3]=[C:4]([C:9]([NH:11][C@H:12]2[CH2:17][CH2:16][C@H:15]([C:18]3[CH:19]=[C:20]([CH:26]=[CH:27][CH:28]=3)[C:21]([OH:23])=[O:22])[CH2:14][CH2:13]2)=[O:10])[NH:5][C:6]=1[CH2:7][CH3:8].